Dataset: Forward reaction prediction with 1.9M reactions from USPTO patents (1976-2016). Task: Predict the product of the given reaction. (1) Given the reactants [Cl:1][C:2]1[C:6]([CH2:7]O)=[C:5]([C:9]2[CH:14]=[CH:13][CH:12]=[CH:11][CH:10]=2)[S:4][N:3]=1.CS([Cl:19])(=O)=O, predict the reaction product. The product is: [Cl:1][C:2]1[C:6]([CH2:7][Cl:19])=[C:5]([C:9]2[CH:14]=[CH:13][CH:12]=[CH:11][CH:10]=2)[S:4][N:3]=1. (2) Given the reactants C(N(CC)CCNC([C:9]1[CH:18]=[CH:17][C:16]2[C:11](=[CH:12][CH:13]=[C:14]([Sn:19]([CH2:28][CH2:29][CH2:30][CH3:31])([CH2:24][CH2:25][CH2:26][CH3:27])[CH2:20][CH2:21][CH2:22][CH3:23])[CH:15]=2)[N:10]=1)=O)C.[CH2:34]([N:36]([CH2:57][CH3:58])[CH2:37][CH2:38][NH:39][C:40]([C:42]1C2C(=CC3C(N=2)=CC=C(I)C=3)[CH:45]=[CH:44][CH:43]=1)=[O:41])[CH3:35], predict the reaction product. The product is: [CH2:57]([N:36]([CH2:34][CH3:35])[CH2:37][CH2:38][NH:39][C:40]([C:42]1[C:9]2[C:18](=[CH:17][C:16]3[C:11]([N:10]=2)=[CH:12][CH:13]=[C:14]([Sn:19]([CH2:24][CH2:25][CH2:26][CH3:27])([CH2:28][CH2:29][CH2:30][CH3:31])[CH2:20][CH2:21][CH2:22][CH3:23])[CH:15]=3)[CH:45]=[CH:44][CH:43]=1)=[O:41])[CH3:58]. (3) Given the reactants [C:1]([O:5][C:6]([N:8]1[CH2:13][CH2:12][NH:11][CH2:10][CH2:9]1)=[O:7])([CH3:4])([CH3:3])[CH3:2].C(N(CC)CC)C.Cl[C:22](=[O:28])[CH2:23][C:24]([O:26][CH3:27])=[O:25], predict the reaction product. The product is: [CH3:27][O:26][C:24](=[O:25])[CH2:23][C:22]([N:11]1[CH2:12][CH2:13][N:8]([C:6]([O:5][C:1]([CH3:4])([CH3:2])[CH3:3])=[O:7])[CH2:9][CH2:10]1)=[O:28]. (4) Given the reactants C(OC([N:8]1[CH2:13][CH:12]=[C:11]([C:14]2[N:15]=[C:16]([CH:24]3[CH2:27][CH2:26][CH2:25]3)[N:17]3[CH:22]=[CH:21][N:20]=[C:19]([NH2:23])[C:18]=23)[CH2:10][CH2:9]1)=O)(C)(C)C.Cl, predict the reaction product. The product is: [CH:24]1([C:16]2[N:17]3[CH:22]=[CH:21][N:20]=[C:19]([NH2:23])[C:18]3=[C:14]([C:11]3[CH2:12][CH2:13][NH:8][CH2:9][CH:10]=3)[N:15]=2)[CH2:27][CH2:26][CH2:25]1. (5) Given the reactants [Br:1][C:2]1[CH:7]=[CH:6][C:5]([OH:8])=[CH:4][CH:3]=1.[C:9](Cl)(=[O:18])[CH:10]=[CH:11][C:12]1[CH:17]=[CH:16][CH:15]=[CH:14][CH:13]=1.C(N(CC)CC)C, predict the reaction product. The product is: [Br:1][C:2]1[CH:7]=[CH:6][C:5]([O:8][C:9](=[O:18])[CH:10]=[CH:11][C:12]2[CH:17]=[CH:16][CH:15]=[CH:14][CH:13]=2)=[CH:4][CH:3]=1. (6) Given the reactants N[C:2]1[CH:11]=[CH:10][C:9]2[C:4](=[CH:5][CH:6]=[CH:7][C:8]=2[OH:12])[CH:3]=1.N([O-])=O.[Na+].[I-:17].[K+].N, predict the reaction product. The product is: [OH:12][C:8]1[C:9]2[C:4](=[CH:3][C:2]([I:17])=[CH:11][CH:10]=2)[CH:5]=[CH:6][CH:7]=1. (7) Given the reactants [CH3:1][C:2]1[C:7]([CH3:8])=[CH:6][C:5](B2OC(C)(C)C(C)(C)O2)=[CH:4][N:3]=1.Cl[C:19]1[N:20]=[C:21]([N:39]2[CH2:44][CH2:43][O:42][CH2:41][CH2:40]2)[C:22]2[CH:27]=[C:26]([CH2:28][N:29]3[CH2:34][CH2:33][N:32]([S:35]([CH3:38])(=[O:37])=[O:36])[CH2:31][CH2:30]3)[S:25][C:23]=2[N:24]=1, predict the reaction product. The product is: [CH3:8][C:7]1[CH:6]=[C:5]([C:19]2[N:20]=[C:21]([N:39]3[CH2:40][CH2:41][O:42][CH2:43][CH2:44]3)[C:22]3[CH:27]=[C:26]([CH2:28][N:29]4[CH2:30][CH2:31][N:32]([S:35]([CH3:38])(=[O:36])=[O:37])[CH2:33][CH2:34]4)[S:25][C:23]=3[N:24]=2)[CH:4]=[N:3][C:2]=1[CH3:1].